Dataset: Catalyst prediction with 721,799 reactions and 888 catalyst types from USPTO. Task: Predict which catalyst facilitates the given reaction. Reactant: Br[C:2]1[CH:3]=[C:4]([C:9]([F:12])([F:11])[F:10])[C:5]([NH2:8])=[N:6][CH:7]=1.[B:13]1(B2OC(C)(C)C(C)(C)O2)[O:17]C(C)(C)C(C)(C)[O:14]1.C([O-])(=O)C.[K+].C(Cl)Cl. Product: [NH2:8][C:5]1[N:6]=[CH:7][C:2]([B:13]([OH:17])[OH:14])=[CH:3][C:4]=1[C:9]([F:12])([F:11])[F:10]. The catalyst class is: 155.